This data is from Reaction yield outcomes from USPTO patents with 853,638 reactions. The task is: Predict the reaction yield, written as a fraction of the theoretical maximum amount of product (1.0 means a 100% yield; for example, 0.34 means a 34% yield). The reactants are C[Mg]I.[Br:4][C:5]1[CH:12]=[CH:11][C:8](C#N)=[C:7]([Cl:13])[CH:6]=1.Cl.C([O:17][CH2:18][CH3:19])C. No catalyst specified. The product is [Br:4][C:5]1[CH:12]=[CH:11][C:8]([C:18](=[O:17])[CH3:19])=[C:7]([Cl:13])[CH:6]=1. The yield is 0.720.